This data is from Forward reaction prediction with 1.9M reactions from USPTO patents (1976-2016). The task is: Predict the product of the given reaction. Given the reactants [NH2:1][C:2]1[C:10]([CH3:11])=[CH:9][CH:8]=[CH:7][C:3]=1[C:4]([OH:6])=[O:5].I[CH3:13], predict the reaction product. The product is: [NH2:1][C:2]1[C:10]([CH3:11])=[CH:9][CH:8]=[CH:7][C:3]=1[C:4]([O:6][CH3:13])=[O:5].